From a dataset of Reaction yield outcomes from USPTO patents with 853,638 reactions. Predict the reaction yield, written as a fraction of the theoretical maximum amount of product (1.0 means a 100% yield; for example, 0.34 means a 34% yield). (1) The reactants are [Cl:1][C:2]1[CH:7]=[CH:6][C:5]([CH:8]2[C:12](=[O:13])[N:11]([C:14]([O:16][C:17]([CH3:20])([CH3:19])[CH3:18])=[O:15])[C:10]([CH3:22])([CH3:21])[CH2:9]2)=[CH:4][C:3]=1[F:23].[OH:24][Li].O. The catalyst is C1COCC1.CO.O. The product is [C:17]([O:16][C:14]([NH:11][C:10]([CH3:22])([CH3:21])[CH2:9][CH:8]([C:5]1[CH:6]=[CH:7][C:2]([Cl:1])=[C:3]([F:23])[CH:4]=1)[C:12]([OH:24])=[O:13])=[O:15])([CH3:20])([CH3:19])[CH3:18]. The yield is 0.860. (2) The reactants are [H-].[Na+].[F:3][CH:4]([F:42])[C:5]1[N:9]([C:10]2[N:15]=[C:14]([N:16]3[CH2:21][CH2:20][O:19][CH2:18][CH2:17]3)[N:13]=[C:12]([C:22]3[CH:27]=[CH:26][C:25]([NH:28][C:29](=[O:35])[O:30][C:31]([CH3:34])([CH3:33])[CH3:32])=[CH:24][CH:23]=3)[N:11]=2)[C:8]2[CH:36]=[CH:37][CH:38]=[C:39]([O:40][CH3:41])[C:7]=2[N:6]=1.I[CH3:44]. The catalyst is CN(C=O)C.O. The product is [F:42][CH:4]([F:3])[C:5]1[N:9]([C:10]2[N:15]=[C:14]([N:16]3[CH2:17][CH2:18][O:19][CH2:20][CH2:21]3)[N:13]=[C:12]([C:22]3[CH:23]=[CH:24][C:25]([N:28]([CH3:44])[C:29](=[O:35])[O:30][C:31]([CH3:34])([CH3:33])[CH3:32])=[CH:26][CH:27]=3)[N:11]=2)[C:8]2[CH:36]=[CH:37][CH:38]=[C:39]([O:40][CH3:41])[C:7]=2[N:6]=1. The yield is 0.850.